This data is from NCI-60 drug combinations with 297,098 pairs across 59 cell lines. The task is: Regression. Given two drug SMILES strings and cell line genomic features, predict the synergy score measuring deviation from expected non-interaction effect. (1) Drug 1: CS(=O)(=O)C1=CC(=C(C=C1)C(=O)NC2=CC(=C(C=C2)Cl)C3=CC=CC=N3)Cl. Drug 2: CN(CC1=CN=C2C(=N1)C(=NC(=N2)N)N)C3=CC=C(C=C3)C(=O)NC(CCC(=O)O)C(=O)O. Cell line: HL-60(TB). Synergy scores: CSS=62.6, Synergy_ZIP=2.75, Synergy_Bliss=1.61, Synergy_Loewe=-25.1, Synergy_HSA=-0.906. (2) Drug 1: C1=NC2=C(N1)C(=S)N=C(N2)N. Drug 2: COC1=C2C(=CC3=C1OC=C3)C=CC(=O)O2. Cell line: SR. Synergy scores: CSS=38.7, Synergy_ZIP=-3.68, Synergy_Bliss=-6.88, Synergy_Loewe=-27.5, Synergy_HSA=-6.32.